Dataset: Forward reaction prediction with 1.9M reactions from USPTO patents (1976-2016). Task: Predict the product of the given reaction. (1) Given the reactants [Cl:1][C:2]1[CH:10]=[CH:9][CH:8]=[C:7]([CH3:11])[C:3]=1[C:4](O)=[O:5], predict the reaction product. The product is: [Cl:1][C:2]1[CH:10]=[CH:9][CH:8]=[C:7]([CH3:11])[C:3]=1[CH2:4][OH:5]. (2) Given the reactants [SH:1][CH2:2][CH2:3][CH2:4][C:5]1[CH:15]=[CH:14][C:8]([C:9]([O:11][CH2:12][CH3:13])=[O:10])=[CH:7][CH:6]=1.[BH4-].I[C:18]1[CH:19]=[C:20]2[C:24](=[CH:25][CH:26]=1)[N:23]([CH2:27][CH2:28][CH3:29])[C:22](=[O:30])[C:21]2([O:33][CH3:34])[O:31][CH3:32], predict the reaction product. The product is: [CH3:32][O:31][C:21]1([O:33][CH3:34])[C:20]2[C:24](=[CH:25][CH:26]=[C:18]([S:1][CH2:2][CH2:3][CH2:4][C:5]3[CH:15]=[CH:14][C:8]([C:9]([O:11][CH2:12][CH3:13])=[O:10])=[CH:7][CH:6]=3)[CH:19]=2)[N:23]([CH2:27][CH2:28][CH3:29])[C:22]1=[O:30]. (3) Given the reactants CON(C)[C:4]([C:6]1[N:7]=[C:8]([C@@H:11]2[CH2:16][N:15]3[CH2:17][CH2:18][CH2:19][C@@H:14]3[CH2:13][N:12]2[C:20]([O:22][C:23]([CH3:26])([CH3:25])[CH3:24])=[O:21])[S:9][CH:10]=1)=[O:5].Br[Mg][C:30]1[CH:35]=[CH:34][C:33]([F:36])=[CH:32][CH:31]=1.[Cl-].[NH4+], predict the reaction product. The product is: [F:36][C:33]1[CH:34]=[CH:35][C:30]([C:4]([C:6]2[N:7]=[C:8]([C@@H:11]3[CH2:16][N:15]4[CH2:17][CH2:18][CH2:19][C@@H:14]4[CH2:13][N:12]3[C:20]([O:22][C:23]([CH3:26])([CH3:25])[CH3:24])=[O:21])[S:9][CH:10]=2)=[O:5])=[CH:31][CH:32]=1. (4) Given the reactants [CH3:1][C:2]1[C:3]([CH2:15][O:16][C:17]2[CH:22]=[CH:21][C:20]([C:23]3[C:27]([CH:28]=O)=[C:26]([O:30][CH2:31][C:32]#[CH:33])[N:25]([CH3:34])[N:24]=3)=[CH:19][C:18]=2[CH3:35])=[C:4]([N:8]2[C:12](=[O:13])[N:11]([CH3:14])[N:10]=[N:9]2)[CH:5]=[CH:6][CH:7]=1.FC(F)(F)C(O)=O.C([SiH](CC)CC)C, predict the reaction product. The product is: [CH3:1][C:2]1[C:3]([CH2:15][O:16][C:17]2[CH:22]=[CH:21][C:20]([C:23]3[C:27]([CH3:28])=[C:26]([O:30][CH2:31][C:32]#[CH:33])[N:25]([CH3:34])[N:24]=3)=[CH:19][C:18]=2[CH3:35])=[C:4]([N:8]2[C:12](=[O:13])[N:11]([CH3:14])[N:10]=[N:9]2)[CH:5]=[CH:6][CH:7]=1. (5) Given the reactants [C:1]([O:5][C:6]([N:8]1[CH2:13][CH2:12][CH:11]([N:14]2[C:18]3[CH:19]=[CH:20][C:21]([C:23](=[O:28])N(OC)C)=[CH:22][C:17]=3[NH:16][C:15]2=[O:29])[CH2:10][CH2:9]1)=[O:7])([CH3:4])([CH3:3])[CH3:2].Br[CH2:31][Mg].C1(C)C=CC=CC=1.O1CCCC1, predict the reaction product. The product is: [C:23]([C:21]1[CH:20]=[CH:19][C:18]2[N:14]([CH:11]3[CH2:12][CH2:13][N:8]([C:6]([O:5][C:1]([CH3:4])([CH3:2])[CH3:3])=[O:7])[CH2:9][CH2:10]3)[C:15](=[O:29])[NH:16][C:17]=2[CH:22]=1)(=[O:28])[CH3:31].